The task is: Predict the reactants needed to synthesize the given product.. This data is from Full USPTO retrosynthesis dataset with 1.9M reactions from patents (1976-2016). (1) Given the product [N:12]1([CH2:17][CH2:18][CH2:19][NH:20][C:21]([C:23]2[C:27]([CH3:28])=[C:26]([CH:29]=[C:5]3[C:4]4[C:8](=[CH:9][CH:10]=[C:2]([Br:1])[CH:3]=4)[NH:7][C:6]3=[O:11])[NH:25][C:24]=2[CH3:31])=[O:22])[CH:16]=[CH:15][N:14]=[CH:13]1, predict the reactants needed to synthesize it. The reactants are: [Br:1][C:2]1[CH:3]=[C:4]2[C:8](=[CH:9][CH:10]=1)[NH:7][C:6](=[O:11])[CH2:5]2.[N:12]1([CH2:17][CH2:18][CH2:19][NH:20][C:21]([C:23]2[C:27]([CH3:28])=[C:26]([CH:29]=O)[NH:25][C:24]=2[CH3:31])=[O:22])[CH:16]=[CH:15][N:14]=[CH:13]1. (2) Given the product [OH:30][C@@:23]1([C:21]#[C:22][C:2]2[CH:3]=[C:4]([N:8]3[C:16]4[CH:15]=[CH:14][C:13](=[O:17])[NH:12][C:11]=4[C:10]([C:18]([NH2:20])=[O:19])=[N:9]3)[CH:5]=[CH:6][CH:7]=2)[CH2:27][CH2:26][N:25]([CH3:28])[C:24]1=[O:29], predict the reactants needed to synthesize it. The reactants are: Br[C:2]1[CH:3]=[C:4]([N:8]2[C:16]3[CH:15]=[CH:14][C:13](=[O:17])[NH:12][C:11]=3[C:10]([C:18]([NH2:20])=[O:19])=[N:9]2)[CH:5]=[CH:6][CH:7]=1.[C:21]([C@:23]1([OH:30])[CH2:27][CH2:26][N:25]([CH3:28])[C:24]1=[O:29])#[CH:22].